This data is from Peptide-MHC class I binding affinity with 185,985 pairs from IEDB/IMGT. The task is: Regression. Given a peptide amino acid sequence and an MHC pseudo amino acid sequence, predict their binding affinity value. This is MHC class I binding data. (1) The peptide sequence is TFMDHVLRY. The MHC is HLA-C14:02 with pseudo-sequence HLA-C14:02. The binding affinity (normalized) is 1.00. (2) The peptide sequence is APIEHIASM. The MHC is HLA-B18:01 with pseudo-sequence HLA-B18:01. The binding affinity (normalized) is 0.0847. (3) The peptide sequence is LPIFSDAAL. The MHC is HLA-B07:02 with pseudo-sequence HLA-B07:02. The binding affinity (normalized) is 0.714. (4) The peptide sequence is VIENGILKK. The MHC is HLA-A03:01 with pseudo-sequence HLA-A03:01. The binding affinity (normalized) is 0.438. (5) The peptide sequence is IVSTATQTFL. The MHC is Patr-B0101 with pseudo-sequence Patr-B0101. The binding affinity (normalized) is 0.291.